From a dataset of Forward reaction prediction with 1.9M reactions from USPTO patents (1976-2016). Predict the product of the given reaction. (1) Given the reactants ClC1C(C)=[C:4]([C:18]2[C:26]3[C:25]([O:27][C@H:28](CC4C=CC=CC=4OCC4N(CC(F)(F)F)N=CC=4)C([O-])=O)=[N:24][CH:23]=NC=3SC=2I)C=CC=1OCCN1CCN(C)CC1.[Cl:53][C:54]1[C:55]([CH3:106])=[C:56]([C:70]2[C:78]3[C:77]([O:79][C@H:80]([CH2:86][C:87]4[CH:92]=[CH:91][CH:90]=[CH:89][C:88]=4[O:93][CH2:94][C:95]4[N:99]([CH2:100][C:101]([F:104])([F:103])[F:102])[N:98]=[CH:97][CH:96]=4)[C:81]([O:83][CH2:84][CH3:85])=[O:82])=[N:76][CH:75]=[N:74][C:73]=3[S:72][C:71]=2I)[CH:57]=[CH:58][C:59]=1[O:60][CH2:61][CH2:62][N:63]1[CH2:68][CH2:67][N:66]([CH3:69])[CH2:65][CH2:64]1.COC1N=CC(B(O)O)=CC=1.C(=O)([O-])[O-].[Cs+].[Cs+], predict the reaction product. The product is: [Cl:53][C:54]1[C:55]([CH3:106])=[C:56]([C:70]2[C:78]3[C:77]([O:79][C@H:80]([CH2:86][C:87]4[CH:92]=[CH:91][CH:90]=[CH:89][C:88]=4[O:93][CH2:94][C:95]4[N:99]([CH2:100][C:101]([F:104])([F:103])[F:102])[N:98]=[CH:97][CH:96]=4)[C:81]([O:83][CH2:84][CH3:85])=[O:82])=[N:76][CH:75]=[N:74][C:73]=3[S:72][C:71]=2[C:4]2[CH:23]=[N:24][C:25]([O:27][CH3:28])=[CH:26][CH:18]=2)[CH:57]=[CH:58][C:59]=1[O:60][CH2:61][CH2:62][N:63]1[CH2:68][CH2:67][N:66]([CH3:69])[CH2:65][CH2:64]1. (2) Given the reactants [CH:1]1(/[CH:6]=[CH:7]/[CH:8]=[O:9])[CH2:5][CH2:4][CH2:3][CH2:2]1.C(Cl)(Cl)Cl.[C:14]([O:20][CH2:21][N:22]1[C:26]2[N:27]=[CH:28][N:29]=[C:30]([C:31]3[CH:32]=[N:33][NH:34][CH:35]=3)[C:25]=2[CH:24]=[CH:23]1)(=[O:19])[C:15]([CH3:18])([CH3:17])[CH3:16], predict the reaction product. The product is: [C:14]([O:20][CH2:21][N:22]1[C:26]2[N:27]=[CH:28][N:29]=[C:30]([C:31]3[CH:32]=[N:33][N:34]([C@@H:6]([CH:1]4[CH2:5][CH2:4][CH2:3][CH2:2]4)[CH2:7][CH:8]=[O:9])[CH:35]=3)[C:25]=2[CH:24]=[CH:23]1)(=[O:19])[C:15]([CH3:18])([CH3:17])[CH3:16]. (3) Given the reactants [CH:1]1([C:7](Cl)=[O:8])[CH2:6][CH2:5][CH2:4][CH2:3][CH2:2]1.[Br:10][C:11]1[CH:12]=[C:13]([CH:15]=[CH:16][CH:17]=1)[NH2:14], predict the reaction product. The product is: [Br:10][C:11]1[CH:12]=[C:13]([NH:14][C:7]([CH:1]2[CH2:6][CH2:5][CH2:4][CH2:3][CH2:2]2)=[O:8])[CH:15]=[CH:16][CH:17]=1. (4) The product is: [F:2][C:3]1[CH:4]=[C:5]([NH:9][CH:10]([C:14]2[CH:19]=[CH:18][CH:17]=[CH:16][CH:15]=2)[C:11]([O:13][C@@H:22]2[CH:23]3[CH2:26][CH2:27][N:20]([CH2:25][CH2:24]3)[CH2:21]2)=[O:12])[CH:6]=[CH:7][CH:8]=1. Given the reactants Cl.[F:2][C:3]1[CH:4]=[C:5]([NH:9][CH:10]([C:14]2[CH:19]=[CH:18][CH:17]=[CH:16][CH:15]=2)[C:11]([OH:13])=[O:12])[CH:6]=[CH:7][CH:8]=1.[N:20]12[CH2:27][CH2:26][CH:23]([CH2:24][CH2:25]1)[C@@H:22](O)[CH2:21]2.C1CCC(N=C=NC2CCCCC2)CC1.C1C=CC2N(O)N=NC=2C=1, predict the reaction product. (5) Given the reactants [CH2:1]([NH2:8])[C:2]1[CH:7]=[CH:6][CH:5]=[CH:4][CH:3]=1.Cl[C:10]1[N:15]=[C:14]([NH:16][C:17]2[CH:22]=[CH:21][C:20]([N:23]3[CH:27]=[C:26]([CH3:28])[N:25]=[CH:24]3)=[C:19]([O:29][CH3:30])[CH:18]=2)[CH:13]=[CH:12][CH:11]=1, predict the reaction product. The product is: [CH2:1]([NH:8][C:10]1[CH:11]=[CH:12][CH:13]=[C:14]([NH:16][C:17]2[CH:22]=[CH:21][C:20]([N:23]3[CH:27]=[C:26]([CH3:28])[N:25]=[CH:24]3)=[C:19]([O:29][CH3:30])[CH:18]=2)[N:15]=1)[C:2]1[CH:7]=[CH:6][CH:5]=[CH:4][CH:3]=1. (6) The product is: [CH3:7][O:3][CH2:4][CH:5]1[CH2:6][CH:4]2[O:3][CH:7]1[CH:6]=[CH:5]2. Given the reactants [H-].[Na+].[O:3]1[CH2:7][CH2:6][CH2:5][CH2:4]1.CI, predict the reaction product. (7) Given the reactants [CH:1]([NH2:3])=[O:2].C[O-].[Na+].CO.[CH3:9][N:10]1[CH2:15][CH2:14][N:13]([CH2:16][C:17]2[CH:18]=[CH:19][C:20]3[N:24]=[CH:23][N:22]([C:25]4[S:29][C:28](C(OC)=O)=[C:27]([O:34][C@@H:35]([C:37]5[CH:42]=[CH:41][CH:40]=[CH:39][C:38]=5[C:43]([F:46])([F:45])[F:44])[CH3:36])[CH:26]=4)[C:21]=3[CH:47]=2)[CH2:12][CH2:11]1, predict the reaction product. The product is: [CH3:9][N:10]1[CH2:15][CH2:14][N:13]([CH2:16][C:17]2[CH:18]=[CH:19][C:20]3[N:24]=[CH:23][N:22]([C:25]4[S:29][C:28]([C:1]([NH2:3])=[O:2])=[C:27]([O:34][C@@H:35]([C:37]5[CH:42]=[CH:41][CH:40]=[CH:39][C:38]=5[C:43]([F:45])([F:44])[F:46])[CH3:36])[CH:26]=4)[C:21]=3[CH:47]=2)[CH2:12][CH2:11]1. (8) Given the reactants [C:1]1([CH2:7][CH:8]([NH:10][CH2:11][C:12]2[CH:17]=[CH:16][CH:15]=[CH:14][CH:13]=2)[CH3:9])[CH:6]=[CH:5][CH:4]=[CH:3][CH:2]=1.C(O)(=O)[C@H](C1C=CC=CC=1)O, predict the reaction product. The product is: [C:1]1([CH2:7][C@H:8]([NH:10][CH2:11][C:12]2[CH:13]=[CH:14][CH:15]=[CH:16][CH:17]=2)[CH3:9])[CH:2]=[CH:3][CH:4]=[CH:5][CH:6]=1.